The task is: Predict which catalyst facilitates the given reaction.. This data is from Catalyst prediction with 721,799 reactions and 888 catalyst types from USPTO. (1) Reactant: [CH3:1][C:2]1([C:9]([OH:11])=O)[CH:6]2[CH2:7][CH2:8][CH:3]1[CH2:4][CH2:5]2.CN(C=O)C.C(Cl)(=O)C([Cl:20])=O. Product: [CH3:1][C:2]1([C:9]([Cl:20])=[O:11])[CH:6]2[CH2:7][CH2:8][CH:3]1[CH2:4][CH2:5]2. The catalyst class is: 4. (2) Reactant: [CH3:1][S:2](Cl)(=[O:4])=[O:3].[OH:6][CH2:7][C@@H:8]1[CH2:12][CH2:11][CH2:10][N:9]1[C:13]([O:15][CH2:16][C:17]1[CH:22]=[CH:21][CH:20]=[CH:19][CH:18]=1)=[O:14].C(N(CC)CC)C. Product: [CH3:1][S:2]([O:6][CH2:7][C@@H:8]1[CH2:12][CH2:11][CH2:10][N:9]1[C:13]([O:15][CH2:16][C:17]1[CH:22]=[CH:21][CH:20]=[CH:19][CH:18]=1)=[O:14])(=[O:4])=[O:3]. The catalyst class is: 13. (3) Reactant: C(N(C(C)C)CC)(C)C.[CH2:10]([O:14][C:15]1[CH:20]=[C:19](Cl)[N:18]=[CH:17][N:16]=1)[C:11]#[C:12][CH3:13].[F:22][C:23]1[CH:28]=[CH:27][CH:26]=[CH:25][C:24]=1[SH:29].[Cl-].[NH4+]. Product: [CH2:10]([O:14][C:15]1[CH:20]=[C:19]([S:29][C:24]2[CH:25]=[CH:26][CH:27]=[CH:28][C:23]=2[F:22])[N:18]=[CH:17][N:16]=1)[C:11]#[C:12][CH3:13]. The catalyst class is: 22. (4) Reactant: C(O)(C(F)(F)F)=O.[CH3:8][C:9]1[CH:10]=[CH:11][C:12]([NH:25][C:26]2[C:34]3[C:29](=[CH:30][N:31]=[CH:32][CH:33]=3)[O:28][C:27]=2[C:35]2[N:40]=[CH:39][CH:38]=[CH:37][N:36]=2)=[C:13]2[C:17]=1[N:16](C(OC(C)(C)C)=O)[N:15]=[CH:14]2. Product: [CH3:8][C:9]1[CH:10]=[CH:11][C:12]([NH:25][C:26]2[C:34]3[C:29](=[CH:30][N:31]=[CH:32][CH:33]=3)[O:28][C:27]=2[C:35]2[N:40]=[CH:39][CH:38]=[CH:37][N:36]=2)=[C:13]2[C:17]=1[NH:16][N:15]=[CH:14]2. The catalyst class is: 4.